From a dataset of Reaction yield outcomes from USPTO patents with 853,638 reactions. Predict the reaction yield, written as a fraction of the theoretical maximum amount of product (1.0 means a 100% yield; for example, 0.34 means a 34% yield). (1) The reactants are [F:1][CH2:2][C:3]([C:5]1[CH:10]=[CH:9][CH:8]=[CH:7][C:6]=1[F:11])=O.[C:12]([S@:16]([NH2:18])=[O:17])([CH3:15])([CH3:14])[CH3:13]. No catalyst specified. The product is [F:1][CH2:2]/[C:3](=[N:18]\[S@@:16]([C:12]([CH3:15])([CH3:14])[CH3:13])=[O:17])/[C:5]1[CH:10]=[CH:9][CH:8]=[CH:7][C:6]=1[F:11]. The yield is 0.520. (2) The reactants are Cl.[NH2:2][C@H:3]1[CH2:10][CH2:9][CH2:8][NH:7][C:5](=[O:6])[CH2:4]1.C([O-])([O-])=O.[Na+].[Na+].[C:17](Cl)(=[O:35])[CH2:18][CH2:19][CH2:20][CH2:21][CH2:22][CH2:23][CH2:24][CH2:25][CH2:26][CH2:27][CH2:28][CH2:29][CH2:30][CH2:31][CH2:32][CH2:33][CH3:34]. The catalyst is O.ClCCl. The product is [C:17]([NH:2][C@H:3]1[CH2:10][CH2:9][CH2:8][NH:7][C:5](=[O:6])[CH2:4]1)(=[O:35])[CH2:18][CH2:19][CH2:20][CH2:21][CH2:22][CH2:23][CH2:24][CH2:25][CH2:26][CH2:27][CH2:28][CH2:29][CH2:30][CH2:31][CH2:32][CH2:33][CH3:34]. The yield is 0.820. (3) The reactants are [CH3:1][S:2]([CH:5]1[CH2:10][CH2:9][CH2:8][N:7]([C:11]([O:13][C:14]([CH3:17])([CH3:16])[CH3:15])=[O:12])[CH2:6]1)(=O)=O.[F:18][C:19]1[CH:24]=[CH:23]C(S)=[CH:21][CH:20]=1.C(=O)([O-])[O-].[K+].[K+]. The catalyst is C(#N)C.O. The product is [F:18][C:19]1[CH:24]=[CH:23][C:1]([S:2][CH:5]2[CH2:10][CH2:9][CH2:8][N:7]([C:11]([O:13][C:14]([CH3:17])([CH3:16])[CH3:15])=[O:12])[CH2:6]2)=[CH:21][CH:20]=1. The yield is 0.640. (4) The reactants are [Br:1][C:2]1[C:11]([O:12][CH2:13][C:14]#[N:15])=[CH:10][CH:9]=[C:8]2[C:3]=1[CH:4]=[CH:5][C:6]([CH2:16][N:17]([CH3:34])[C:18]([C:20]1[C:28]3[C:23](=[CH:24][CH:25]=[CH:26][CH:27]=3)[N:22]([CH3:29])[C:21]=1[CH2:30][CH2:31][CH2:32][CH3:33])=[O:19])=[CH:7]2.[N-:35]=[N+:36]=[N-:37].[Na+].[Cl-].[OH-].[Na+]. The catalyst is CN(C=O)C.O. The product is [Br:1][C:2]1[C:11]([O:12][CH2:13][C:14]2[NH:37][N:36]=[N:35][N:15]=2)=[CH:10][CH:9]=[C:8]2[C:3]=1[CH:4]=[CH:5][C:6]([CH2:16][N:17]([CH3:34])[C:18]([C:20]1[C:28]3[C:23](=[CH:24][CH:25]=[CH:26][CH:27]=3)[N:22]([CH3:29])[C:21]=1[CH2:30][CH2:31][CH2:32][CH3:33])=[O:19])=[CH:7]2. The yield is 0.890. (5) The reactants are C([O:4][C@@:5]1([CH2:38][CH3:39])[C:35]2[CH:34]=[C:33]3[N:11]([CH2:12][C:13]4[C:14]3=[N:15][C:16]3[C:17]5[C:18]=4[N:19]([CH2:29][CH:30]([CH3:32])[CH3:31])[C:20]([N:26]([CH3:28])[CH3:27])=[N:21][C:22]=5[CH:23]=[CH:24][CH:25]=3)[C:10](=[O:36])[C:9]=2[CH2:8][O:7][C:6]1=[O:37])(=O)C.NN.[ClH:42]. The catalyst is CO.O1CCOCC1. The product is [ClH:42].[CH3:28][N:26]([CH3:27])[C:20]1[N:19]([CH2:29][CH:30]([CH3:31])[CH3:32])[C:18]2=[C:13]3[CH2:12][N:11]4[C:33](=[CH:34][C:35]5[C@:5]([CH2:38][CH3:39])([OH:4])[C:6](=[O:37])[O:7][CH2:8][C:9]=5[C:10]4=[O:36])[C:14]3=[N:15][C:16]3[C:17]2=[C:22]([CH:23]=[CH:24][CH:25]=3)[N:21]=1. The yield is 0.850. (6) The product is [C:1]([O:5][C:6]([N:8]1[CH2:14][CH2:13][CH2:12][N:11]([C:22]2[CH:27]=[CH:26][C:25]([Cl:28])=[CH:24][C:23]=2[Cl:29])[CH2:10][CH2:9]1)=[O:7])([CH3:4])([CH3:2])[CH3:3]. The reactants are [C:1]([O:5][C:6]([N:8]1[CH2:14][CH2:13][CH2:12][NH:11][CH2:10][CH2:9]1)=[O:7])([CH3:4])([CH3:3])[CH3:2].CC(C)([O-])C.[Na+].Br[C:22]1[CH:27]=[CH:26][C:25]([Cl:28])=[CH:24][C:23]=1[Cl:29].C(OCC)C. The catalyst is C1(C)C=CC=CC=1.C1C=CC(/C=C/C(/C=C/C2C=CC=CC=2)=O)=CC=1.C1C=CC(/C=C/C(/C=C/C2C=CC=CC=2)=O)=CC=1.C1C=CC(/C=C/C(/C=C/C2C=CC=CC=2)=O)=CC=1.[Pd].[Pd]. The yield is 0.430. (7) The reactants are [NH2:1][C:2]1[C:7]([O:8][C:9]2[C:10]([CH:19]([CH3:21])[CH3:20])=[CH:11][C:12]([O:17][CH3:18])=[C:13]([CH:16]=2)[C:14]#[N:15])=[CH:6][N:5]=[C:4]([NH:22][CH2:23][CH3:24])[N:3]=1.[OH-:25].[Na+].Cl. The catalyst is CCO.O.O. The product is [NH2:1][C:2]1[C:7]([O:8][C:9]2[C:10]([CH:19]([CH3:20])[CH3:21])=[CH:11][C:12]([O:17][CH3:18])=[C:13]([CH:16]=2)[C:14]([NH2:15])=[O:25])=[CH:6][N:5]=[C:4]([NH:22][CH2:23][CH3:24])[N:3]=1. The yield is 0.270. (8) The reactants are S(Cl)([Cl:3])=O.[CH2:5]([O:12][C:13]1[C:18](=[O:19])[C:17]([CH:20](O)[C:21]([F:24])([F:23])[F:22])=[CH:16][NH:15][C:14]=1[CH3:26])[C:6]1[CH:11]=[CH:10][CH:9]=[CH:8][CH:7]=1.CO.[Cl:29]CCl. The catalyst is C(#N)C. The product is [ClH:3].[CH2:5]([O:12][C:13]1[C:18](=[O:19])[C:17]([CH:20]([Cl:29])[C:21]([F:24])([F:23])[F:22])=[CH:16][NH:15][C:14]=1[CH3:26])[C:6]1[CH:11]=[CH:10][CH:9]=[CH:8][CH:7]=1. The yield is 0.750. (9) The reactants are C1(S([O:10][C:11]2[CH:22]=[CH:21][C:14]3[S:15][CH:16]=[C:17]([C:18]([OH:20])=[O:19])[C:13]=3[CH:12]=2)(=O)=O)C=CC=CC=1.Cl. The catalyst is [OH-].[Na+]. The product is [OH:10][C:11]1[CH:22]=[CH:21][C:14]2[S:15][CH:16]=[C:17]([C:18]([OH:20])=[O:19])[C:13]=2[CH:12]=1. The yield is 0.966.